From a dataset of Forward reaction prediction with 1.9M reactions from USPTO patents (1976-2016). Predict the product of the given reaction. (1) Given the reactants [Br:1][C:2]1[CH:7]=[C:6]([N+:8]([O-])=O)[C:5]([OH:11])=[C:4]([CH:12](O)[CH3:13])[CH:3]=1, predict the reaction product. The product is: [BrH:1].[NH2:8][C:6]1[CH:7]=[CH:2][CH:3]=[C:4]([CH2:12][CH3:13])[C:5]=1[OH:11]. (2) The product is: [NH2:19][C:17](=[O:18])[CH2:16][C:11]1[CH:12]=[CH:13][CH:14]=[CH:15][C:10]=1[CH2:9][CH2:8][C:6]1[C:5]([CH3:20])=[CH:4][N:3]=[C:2]([NH:34][C:33]2[CH:35]=[CH:36][C:30]([CH2:29][NH:28][C:21](=[O:22])[O:23][C:24]([CH3:26])([CH3:27])[CH3:25])=[CH:31][CH:32]=2)[N:7]=1. Given the reactants Cl[C:2]1[N:7]=[C:6]([CH2:8][CH2:9][C:10]2[CH:15]=[CH:14][CH:13]=[CH:12][C:11]=2[CH2:16][C:17]([NH2:19])=[O:18])[C:5]([CH3:20])=[CH:4][N:3]=1.[C:21]([NH:28][CH2:29][C:30]1[CH:36]=[CH:35][C:33]([NH2:34])=[CH:32][CH:31]=1)([O:23][C:24]([CH3:27])([CH3:26])[CH3:25])=[O:22].C([O-])([O-])=O.[Cs+].[Cs+].CC1(C)C2C(=C(P(C3C=CC=CC=3)C3C=CC=CC=3)C=CC=2)OC2C(P(C3C=CC=CC=3)C3C=CC=CC=3)=CC=CC1=2, predict the reaction product.